From a dataset of NCI-60 drug combinations with 297,098 pairs across 59 cell lines. Regression. Given two drug SMILES strings and cell line genomic features, predict the synergy score measuring deviation from expected non-interaction effect. (1) Drug 1: C#CCC(CC1=CN=C2C(=N1)C(=NC(=N2)N)N)C3=CC=C(C=C3)C(=O)NC(CCC(=O)O)C(=O)O. Drug 2: CN(CCCl)CCCl.Cl. Cell line: CCRF-CEM. Synergy scores: CSS=73.3, Synergy_ZIP=-5.13, Synergy_Bliss=-3.50, Synergy_Loewe=-1.87, Synergy_HSA=0.480. (2) Drug 1: CS(=O)(=O)C1=CC(=C(C=C1)C(=O)NC2=CC(=C(C=C2)Cl)C3=CC=CC=N3)Cl. Drug 2: CCC1=CC2CC(C3=C(CN(C2)C1)C4=CC=CC=C4N3)(C5=C(C=C6C(=C5)C78CCN9C7C(C=CC9)(C(C(C8N6C)(C(=O)OC)O)OC(=O)C)CC)OC)C(=O)OC.C(C(C(=O)O)O)(C(=O)O)O. Cell line: HCT116. Synergy scores: CSS=59.3, Synergy_ZIP=15.8, Synergy_Bliss=15.7, Synergy_Loewe=-28.1, Synergy_HSA=15.8. (3) Drug 1: C1=CC(=CC=C1CCC2=CNC3=C2C(=O)NC(=N3)N)C(=O)NC(CCC(=O)O)C(=O)O. Drug 2: C1=CC(=C2C(=C1NCCNCCO)C(=O)C3=C(C=CC(=C3C2=O)O)O)NCCNCCO. Cell line: SF-268. Synergy scores: CSS=53.5, Synergy_ZIP=2.27, Synergy_Bliss=4.40, Synergy_Loewe=7.15, Synergy_HSA=9.14. (4) Drug 1: C1CCC(C1)C(CC#N)N2C=C(C=N2)C3=C4C=CNC4=NC=N3. Drug 2: CC1CCCC2(C(O2)CC(NC(=O)CC(C(C(=O)C(C1O)C)(C)C)O)C(=CC3=CSC(=N3)C)C)C. Cell line: HCT116. Synergy scores: CSS=1.18, Synergy_ZIP=2.43, Synergy_Bliss=1.96, Synergy_Loewe=-3.13, Synergy_HSA=-0.351.